This data is from Reaction yield outcomes from USPTO patents with 853,638 reactions. The task is: Predict the reaction yield, written as a fraction of the theoretical maximum amount of product (1.0 means a 100% yield; for example, 0.34 means a 34% yield). (1) The reactants are [Cl:1][C:2]1[CH:7]=[CH:6][CH:5]=[CH:4][C:3]=1[CH2:8][CH2:9][N:10]1[CH:14]=[C:13]([C:15]2[CH:20]=[C:19]([C:21]([NH2:23])=O)[CH:18]=[CH:17][N:16]=2)[N:12]=[CH:11]1.N1C=CC=CC=1.C(OC(C(F)(F)F)=O)(C(F)(F)F)=O. The catalyst is C(Cl)Cl. The product is [Cl:1][C:2]1[CH:7]=[CH:6][CH:5]=[CH:4][C:3]=1[CH2:8][CH2:9][N:10]1[CH:14]=[C:13]([C:15]2[CH:20]=[C:19]([C:21]#[N:23])[CH:18]=[CH:17][N:16]=2)[N:12]=[CH:11]1. The yield is 0.530. (2) The reactants are C1(P(C2C=CC=CC=2)C2C=CC=CC=2)C=CC=CC=1.BrN1C(=O)CCC1=O.[Cl:28][C:29]1[CH:30]=[C:31]([CH:39]([CH2:43][CH:44]2[CH2:48][CH2:47][O:46][CH2:45]2)[C:40]([OH:42])=O)[CH:32]=[CH:33][C:34]=1[S:35]([CH3:38])(=[O:37])=[O:36].[NH2:49][C:50]1[CH:55]=[N:54][CH:53]=[CH:52][N:51]=1.N1C=CC=CC=1. The catalyst is C(Cl)Cl.O. The product is [Cl:28][C:29]1[CH:30]=[C:31]([CH:39]([CH2:43][CH:44]2[CH2:48][CH2:47][O:46][CH2:45]2)[C:40]([NH:49][C:50]2[CH:55]=[N:54][CH:53]=[CH:52][N:51]=2)=[O:42])[CH:32]=[CH:33][C:34]=1[S:35]([CH3:38])(=[O:36])=[O:37]. The yield is 0.370. (3) The reactants are [NH2:1][C:2]1[CH:7]=[CH:6][CH:5]=[CH:4][CH:3]=1.O.O.O.[F:11][C:12]([F:20])([F:19])[C:13]([C:15]([F:18])([F:17])[F:16])=[O:14]. The catalyst is C1(C)C=CC(S(O)(=O)=O)=CC=1.ClCCl.CCCCCC. The product is [F:11][C:12]([F:20])([F:19])[C:13]([C:5]1[CH:6]=[CH:7][C:2]([NH2:1])=[CH:3][CH:4]=1)([OH:14])[C:15]([F:18])([F:17])[F:16]. The yield is 0.640. (4) The reactants are [C:1]([O:5][C:6]([C:8]1[CH:16]=[C:15]2[C:11]([C:12]([CH:17]3[CH2:22][CH2:21][CH2:20][CH2:19][CH2:18]3)=[CH:13][NH:14]2)=[CH:10][CH:9]=1)=[O:7])([CH3:4])([CH3:3])[CH3:2].C1C(=O)N([Br:30])C(=O)C1.S([O-])([O-])(=O)=S.[Na+].[Na+].CCOC(C)=O. The catalyst is C(Cl)(Cl)(Cl)Cl. The product is [Br:30][C:13]1[NH:14][C:15]2[C:11]([C:12]=1[CH:17]1[CH2:22][CH2:21][CH2:20][CH2:19][CH2:18]1)=[CH:10][CH:9]=[C:8]([C:6]([O:5][C:1]([CH3:4])([CH3:2])[CH3:3])=[O:7])[CH:16]=2. The yield is 0.680. (5) The reactants are [NH2:1][C:2]1[CH:7]=[CH:6][C:5]([NH:8][C:9]([N:11]2[CH2:16][CH2:15][CH2:14][CH:13]([C:17]3([CH2:28][C:29]4[CH:34]=[CH:33][CH:32]=[C:31]([Cl:35])[CH:30]=4)[C:25]4[C:20](=[CH:21][C:22]([Cl:26])=[CH:23][CH:24]=4)[NH:19][C:18]3=[O:27])[CH2:12]2)=[O:10])=[CH:4][CH:3]=1.C(N(CC)CC)C.[C:43](Cl)(=[O:45])[CH3:44]. The catalyst is O1CCCC1. The product is [C:43]([NH:1][C:2]1[CH:3]=[CH:4][C:5]([NH:8][C:9]([N:11]2[CH2:16][CH2:15][CH2:14][CH:13]([C:17]3([CH2:28][C:29]4[CH:34]=[CH:33][CH:32]=[C:31]([Cl:35])[CH:30]=4)[C:25]4[C:20](=[CH:21][C:22]([Cl:26])=[CH:23][CH:24]=4)[NH:19][C:18]3=[O:27])[CH2:12]2)=[O:10])=[CH:6][CH:7]=1)(=[O:45])[CH3:44]. The yield is 0.500. (6) The reactants are Cl[C:2]1[N:11]=[C:10]([NH:12][CH2:13][CH:14]([C:21]2[CH:26]=[CH:25][CH:24]=[CH:23][CH:22]=2)[C:15]2[CH:20]=[CH:19][CH:18]=[CH:17][CH:16]=2)[C:9]2[C:4](=[CH:5][CH:6]=[CH:7][CH:8]=2)[N:3]=1.[N:27]1[CH:32]=[CH:31][C:30](B(O)O)=[CH:29][CH:28]=1.C(NC1C2C(=CC=CC=2)N=C(C2SC3C=CC=CC=3C=2)N=1)(C1C=CC=CC=1)C1C=CC=CC=1. The catalyst is C1CCCCC1.CCOC(C)=O. The yield is 0.710. The product is [C:15]1([CH:14]([C:21]2[CH:26]=[CH:25][CH:24]=[CH:23][CH:22]=2)[CH2:13][NH:12][C:10]2[C:9]3[C:4](=[CH:5][CH:6]=[CH:7][CH:8]=3)[N:3]=[C:2]([C:30]3[CH:31]=[CH:32][N:27]=[CH:28][CH:29]=3)[N:11]=2)[CH:20]=[CH:19][CH:18]=[CH:17][CH:16]=1. (7) The reactants are [Cl:1][C:2]1[CH:10]=[C:9]([F:11])[CH:8]=[CH:7][C:3]=1[C:4]([OH:6])=[O:5].Cl[Si](C)(C)[CH3:14]. The catalyst is CO. The product is [CH3:14][O:5][C:4](=[O:6])[C:3]1[CH:7]=[CH:8][C:9]([F:11])=[CH:10][C:2]=1[Cl:1]. The yield is 0.990. (8) The reactants are [Cl:1][C:2]1[C:11]([CH:12]=O)=[CH:10][C:9]2[C:4](=[CH:5][CH:6]=[CH:7][CH:8]=2)[N:3]=1.[NH3:14].O.II.C1[CH2:22][O:21]CC1. No catalyst specified. The product is [Cl:1][C:2]1[C:11]([C:12]#[N:14])=[CH:10][C:9]2[C:4](=[CH:5][CH:6]=[C:7]([O:21][CH3:22])[CH:8]=2)[N:3]=1. The yield is 0.380. (9) The reactants are [CH3:1][O:2][C:3]([C:5]1([C:8]2[CH:13]=[CH:12][C:11]([O:14][CH3:15])=[CH:10][CH:9]=2)[CH2:7][CH2:6]1)=[O:4].[N+:16]([O-])([OH:18])=[O:17].Cl. The catalyst is CC(OC(C)=O)=O.CC(O)=O. The product is [CH3:1][O:2][C:3]([C:5]1([C:8]2[CH:9]=[CH:10][C:11]([O:14][CH3:15])=[C:12]([N+:16]([O-:18])=[O:17])[CH:13]=2)[CH2:6][CH2:7]1)=[O:4]. The yield is 0.980. (10) The reactants are [S:1]1[CH:5]=[CH:4][C:3]2[CH2:6][C:7](=[O:9])[CH2:8][C:2]1=2.[H-].[Al+3].[Li+].[H-].[H-].[H-].C(OCC)(=O)C. The catalyst is C1COCC1. The product is [S:1]1[CH:5]=[CH:4][C:3]2[CH2:6][CH:7]([OH:9])[CH2:8][C:2]1=2. The yield is 0.940.